From a dataset of Drug-target binding data from BindingDB using IC50 measurements. Regression. Given a target protein amino acid sequence and a drug SMILES string, predict the binding affinity score between them. We predict pIC50 (pIC50 = -log10(IC50 in M); higher means more potent). Dataset: bindingdb_ic50. (1) The small molecule is COc1ccc(Cc2ccccc2O[C@@H]2O[C@H](CO)[C@@H](O)[C@H](O)[C@H]2O)cc1. The target protein (Q9NY91) has sequence MASTVSPSTIAETPEPPPLSDHIRNAADISVIVIYFLVVMAVGLWAMLKTNRGTIGGFFLAGRDMAWWPMGASLFASNIGSNHYVGLAGTGAASGVATVTFEWTSSVMLLILGWIFVPIYIKSGVMTMPEYLKKRFGGERLQVYLSILSLFICVVLLISADIFAGAIFIKLALGLDLYLAIFILLAMTAVYTTTGGLASVIYTDTLQTIIMLIGSFILMGFAFNEVGGYESFTEKYVNATPSVVEGDNLTISASCYTPRADSFHIFRDAVTGDIPWPGIIFGMPITALWYWCTNQVIVQRCLCGKDMSHVKAACIMCAYLKLLPMFLMVMPGMISRILYTDMVACVVPSECVKHCGVDVGCTNYAYPTMVLELMPQGLRGLMLSVMLASLMSSLTSIFNSASTLFTIDLYTKMRKQASEKELLIAGRIFVLLLTVVSIVWVPLVQVSQNGQLIHYTESISSYLGPPIAAVFVLAIFCKRVNEQGAFWGLMVGLAMGLIRM.... The pIC50 is 8.3. (2) The small molecule is CCCCN1[C@H](CO)[C@@H](O)[C@H](O)[C@H]1CO. The target protein (P21139) has sequence MAAAPFLKHWRTTFERVEKFVSPIYFTDCNLRGRLFGDSCPVTLSSFLTPERLPYEKAVQQNFSPAQVGDSFGPTWWTCWFRVELVIPEVWVGKEVHLCWESDGESLVWRDGEPVQGLTKEGEKTSYVLSERLHAADPRSLTLYVEVACNGLLGAGKGSMIAAPDPEKMFQLSQAKLAVFHRDVHNLLVDLELLLGVAKGLGEDNQRSFQALYTANQMVNICDPAQPETYPAAEALASKFFGQRGGESQHTIHATGHCHIDTAWLWPFKETVRKCARSWSTAVKLMERNTEFTFACSQAQQLEWVKNQYPGLYAQLQEFACRGQFVPVGGTWVEMDGNLPSGEAMVRQFLQGQNFFLQEFGKMCSEFWLPDTFGYSAQLPQIMQGCGIKRFLTQKLSWNLVNSFPHHTFFWEGLDGSQVLVHFPPGDSYGMQGSVEEVLKTVTNNRDKGRTNHSGFLFGFGDGGGGPTQTMLDRLKRLGNTDGQPRVQLSSPGQLFTALE.... The pIC50 is 3.1. (3) The compound is CC(C)(C)c1ccc(CC[C@@](O)(CC(=O)O)C(=O)O)cc1. The target protein (Q86YT5) has sequence MASALSYVSKFKSFVILFVTPLLLLPLVILMPAKFVRCAYVIILMAIYWCTEVIPLAVTSLMPVLLFPLFQILDSRQVCVQYMKDTNMLFLGGLIVAVAVERWNLHKRIALRTLLWVGAKPARLMLGFMGVTALLSMWISNTATTAMMVPIVEAILQQMEATSAATEAGLELVDKGKAKELPGSQVIFEGPTLGQQEDQERKRLCKAMTLCICYAASIGGTATLTGTGPNVVLLGQMNELFPDSKDLVNFASWFAFAFPNMLVMLLFAWLWLQFVYMRFNFKKSWGCGLESKKNEKAALKVLQEEYRKLGPLSFAEINVLICFFLLVILWFSRDPGFMPGWLTVAWVEGETKYVSDATVAIFVATLLFIVPSQKPKFNFRSQTEEERKTPFYPPPLLDWKVTQEKVPWGIVLLLGGGFALAKGSEASGLSVWMGKQMEPLHAVPPAAITLILSLLVAVFTECTSNVATTTLFLPIFASMSRSIGLNPLYIMLPCTLSASF.... The pIC50 is 6.3. (4) The target protein (Q8NY00) has sequence MAKETFYITTPIYYPSGNLHIGHAYSTVAGDVIARYKRMQGYDVRYLTGTDEHGQKIQEKAQKAGKTEIEYLDEMIAGIKQLWAKLEISNDDFIRTTEERHKHVVEQVFERLLKQGDIYLGEYEGWYSVPDETYYTESQLVDPQYENGKIIGGKSPDSGHEVELVKEESYFFNISKYTDRLLEFYDQNPDFIQPPSRKNEMINNFIKPGLADLAVSRTSFNWGVHVPSNPKHVVYVWIDALVNYISALGYLSDDESLFNKYWPADIHLMAKEIVRFHSIIWPILLMALDLPLPKKVFAHGWILMKDGKMSKSKGNVVDPNILIDRYGLDATRYYLMRELPFGSDGVFTPEAFVERTNFDLANDLGNLVNRTISMVNKYFDGELPAYQGPLHELDEEMEAMALETVKSYTESMESLQFSVALSTVWKFISRTNKYIDETTPWVLAKDDSQKDMLGNVMAHLVENIRYAAVLLRPFLTHAPKEIFEQLNINNPQFMEFSSLE.... The small molecule is Oc1cc(NCCCNCc2cc(Cl)cc(Cl)c2Cl)cc2ccccc12. The pIC50 is 5.7. (5) The compound is CCCCCC(=O)OC[C@H](COCc1cccc(-c2ccccn2)n1)OC(=O)CCCCC. The target protein (P11889) has sequence MKGKLLKGVLSLGVGLGALYSGTSAQAEASTNQNDTLKVMTHNVYMLSTNLYPNWGQTERADLIGAADYIKNQDVVILNEVFDNSASDRLLGNLKKEYPNQTAVLGRSSGSEWDKTLGNYSSSTPEDGGVAIVSKWPIAEKIQYVFAKGCGPDNLSNKGFVYTKIKKNDRFVHVIGTHLQAEDSMCGKTSPASVRTNQLKEIQDFIKNKNIPNNEYVLIGGDMNVNKINAENNNDSEYASMFKTLNASVPSYTGHTATWDATTNSIAKYNFPDSPAEYLDYIIASKDHANPSYIENKVLQPKSPQWTVTSWFQKYTYNDYSDDYPVEATISMK. The pIC50 is 4.7. (6) The small molecule is [NH2+]=C(CCl)NCCCC[NH3+]. The target protein (Q8DW17) has sequence MAKRIKNTTPKQDGFRMPGEFEKQKQIWMLWPWRNDNWRLGAKPAQKAFLEVAEAISEFEPVSLCVPPLQYENALARVSELGSHNIRIIEMTNDDAWIRDCGPTFLVNDKGDLRAVDWEFNAWGGLVDGLYFPWDQDALVARKVCEIEGVDSYKTKDFVLEGGSIHVDGEGTVLVTEMCLLHPSRNPHLTKEDIEDKLKDYLNCVKVLWVKDGIDPYETNGHIDDVACFIRPGEVACIYTDDKEHPFYQEAKAAYDFLSQQTDAKGRPLKVHKMCVTKEPCYLQEAATIDYVEGSIPREEGEMAIASYLNFLIVNGGIILPQYGDENDQLAKQQVQEMFPDRKVVGVRTEEIAYGGGNIHCITQQQPAT. The pIC50 is 6.6. (7) The drug is O=C(O)CN1C(=O)C(NC(=O)COc2ccccc2)CS1(=O)=O. The target protein sequence is MLKRLKEKSNDEIVQNTINKRINFIFGVIVFIFAVLVLRLGYLQIAQGSHYKQIIKNDENITVNESVPRGRILDRNGKVLVDNASKMAITYTRGRKTTQSEMLDTAEKLSKLIKMDTKKITERDKKDFWIQLHPKKAKAMMTKEQAMLADGSIKQDQYDKQLLSKIGKSQLDELSSKDLQVLAIFREMNAGTVLDPQMIKNEDVSEKEYAAVSQQLSKLPGVNTSMDWDRKYPYGDTLRGIFGDVSTPAEGIPKELTEHYLSKGYSRNDRVGKSYLEYQYEDVLRGKKKEMKYTTDKSGKVTSSEVLNPGARGQDLKLTIDIDLQKEVEALLDKQIKKLRSQGAKDMDNAMMVVQNPKNGDILALAGKQINKSGKMTDYDIGTFTSQFAVGSSVKGGTLLAGYQNKAIKVGETMVDEPLHFQGGLTKRSYFNKNGHVTINDKQALMRSSNVYMFKTALKLAGDPYYSGMALPSDISSPAQKLRRGLNQVGLGVKTGIDLP.... The pIC50 is 3.1. (8) The small molecule is CN1C2=C(C(c3ccc(Cl)cc3)Oc3ccccc32)C(c2ccc(Br)cc2)n2ncnc21. The target protein (P04637) has sequence MEEPQSDPSVEPPLSQETFSDLWKLLPENNVLSPLPSQAMDDLMLSPDDIEQWFTEDPGPDEAPRMPEAAPPVAPAPAAPTPAAPAPAPSWPLSSSVPSQKTYQGSYGFRLGFLHSGTAKSVTCTYSPALNKMFCQLAKTCPVQLWVDSTPPPGTRVRAMAIYKQSQHMTEVVRRCPHHERCSDSDGLAPPQHLIRVEGNLRVEYLDDRNTFRHSVVVPYEPPEVGSDCTTIHYNYMCNSSCMGGMNRRPILTIITLEDSSGNLLGRNSFEVRVCACPGRDRRTEEENLRKKGEPHHELPPGSTKRALPNNTSSSPQPKKKPLDGEYFTLQIRGRERFEMFRELNEALELKDAQAGKEPGGSRAHSSHLKSKKGQSTSRHKKLMFKTEGPDSD. The pIC50 is 7.8.